This data is from Catalyst prediction with 721,799 reactions and 888 catalyst types from USPTO. The task is: Predict which catalyst facilitates the given reaction. Reactant: Cl.Cl.[F:3][C:4]1[C:12]([C:13]2[C:21]3[C:20]([NH2:22])=[N:19][CH:18]=[N:17][C:16]=3[N:15]([CH3:23])[CH:14]=2)=[CH:11][CH:10]=[C:9]2[C:5]=1[CH2:6][CH2:7][NH:8]2.CN(C(ON1N=NC2C=CC=NC1=2)=[N+](C)C)C.F[P-](F)(F)(F)(F)F.CCN(C(C)C)C(C)C.[F:57][C:58]([F:70])([F:69])[C:59]1[CH:60]=[C:61]([CH2:65][C:66](O)=[O:67])[CH:62]=[CH:63][CH:64]=1. Product: [F:3][C:4]1[C:12]([C:13]2[C:21]3[C:20]([NH2:22])=[N:19][CH:18]=[N:17][C:16]=3[N:15]([CH3:23])[CH:14]=2)=[CH:11][CH:10]=[C:9]2[C:5]=1[CH2:6][CH2:7][N:8]2[C:66](=[O:67])[CH2:65][C:61]1[CH:62]=[CH:63][CH:64]=[C:59]([C:58]([F:69])([F:57])[F:70])[CH:60]=1. The catalyst class is: 655.